Dataset: Retrosynthesis with 50K atom-mapped reactions and 10 reaction types from USPTO. Task: Predict the reactants needed to synthesize the given product. (1) Given the product CC(C)(C)OC(=O)C(Cc1ccccc1C(=O)OCc1ccccc1)C(O)C1CCCCC1, predict the reactants needed to synthesize it. The reactants are: BrCc1ccccc1.CC(C)(C)OC(=O)C(Cc1ccccc1C(=O)O)C(O)C1CCCCC1. (2) Given the product CCCC[C@H](NC(=O)c1nc2ccccc2cc1NC(=O)Nc1c(Cl)cccc1Cl)C(=O)O, predict the reactants needed to synthesize it. The reactants are: CCCC[C@H](NC(=O)c1nc2ccccc2cc1NC(=O)Nc1c(Cl)cccc1Cl)C(=O)OC. (3) Given the product CCCCCC(C)C(=O)c1c(O)c(OC)c(OC)[nH]c1=O, predict the reactants needed to synthesize it. The reactants are: CCCCCC(C)C(=O)c1c(O)c(OC)c(OC)n(Cc2ccc(OC)cc2)c1=O. (4) Given the product O=C(O)C(F)(F)F, predict the reactants needed to synthesize it. The reactants are: N#Cc1cccc(-n2nc(C(F)(F)F)cc2C(=O)N2CCc3cc(-c4ccccc4S(N)(=O)=O)ccc32)c1. (5) Given the product c1ccc(COc2ccc(C(c3ccc(OCc4ccccc4)cc3)c3ccccc3CNC3CCCCCCC3)cc2)cc1, predict the reactants needed to synthesize it. The reactants are: NC1CCCCCCC1.O=Cc1ccccc1C(c1ccc(OCc2ccccc2)cc1)c1ccc(OCc2ccccc2)cc1. (6) Given the product C=CCN1C[C@H](C)N([C@@H](c2cccc(O)c2)c2cccc(C(=O)N3CCC(=CC(=O)OCC)CC3)c2)C[C@H]1C, predict the reactants needed to synthesize it. The reactants are: C=CCN1C[C@H](C)N([C@@H](c2cccc(O)c2)c2cccc(C(=O)N3CCC(=O)CC3)c2)C[C@H]1C.CCOC(=O)CP(=O)(OCC)OCC. (7) The reactants are: COC(=O)CNC(=O)c1ccc2c(n1)N(C(=O)Nc1ccccn1)[C@H]1CCN2C1. Given the product O=C(O)CNC(=O)c1ccc2c(n1)N(C(=O)Nc1ccccn1)[C@H]1CCN2C1, predict the reactants needed to synthesize it. (8) Given the product COc1cc2c(cc1Cl)N(C(=O)OC(C)(C)C)CC(C(=O)N1CCC(C#N)(C(O)c3ccc(F)cc3)CC1)O2, predict the reactants needed to synthesize it. The reactants are: COc1cc2c(cc1Cl)N(C(=O)OC(C)(C)C)CC(C(=O)O)O2.N#CC1(C(O)c2ccc(F)cc2)CCNCC1. (9) Given the product NCC(=O)N1C[C@H](NC(=O)c2ccccc2)C[C@H]1C(=O)O, predict the reactants needed to synthesize it. The reactants are: CC(C)(C)OC(=O)NCC(=O)N1C[C@H](NC(=O)c2ccccc2)C[C@H]1C(=O)O.